From a dataset of HIV replication inhibition screening data with 41,000+ compounds from the AIDS Antiviral Screen. Binary Classification. Given a drug SMILES string, predict its activity (active/inactive) in a high-throughput screening assay against a specified biological target. (1) The drug is N#CC1(C#N)NC(c2ccccc2)C(C#N)(C#N)NC1c1ccccc1. The result is 0 (inactive). (2) The molecule is CCOc1ccccc1-c1nc2c(s1)C(=O)c1ccccc1C2=O. The result is 0 (inactive). (3) The compound is C1=CC2CC1C1C(=C3Sc4ccccc4S3)c3nccnc3C(=C3Sc4ccccc4S3)C21. The result is 0 (inactive). (4) The compound is CCCCCCCCOC(CO)CO. The result is 0 (inactive). (5) The compound is N#CC(C#N)=Cc1cccc(Br)c1. The result is 0 (inactive).